From a dataset of Reaction yield outcomes from USPTO patents with 853,638 reactions. Predict the reaction yield, written as a fraction of the theoretical maximum amount of product (1.0 means a 100% yield; for example, 0.34 means a 34% yield). The reactants are [O:1]1[CH2:5][CH2:4][O:3][C:2]21[CH2:10][CH2:9][C:8]1[C:11]3[C:16](=O)[NH:15][CH:14]=[N:13][C:12]=3[S:18][C:7]=1[CH2:6]2.C(N(CC)CC)C.O=P(Cl)(Cl)[Cl:28]. No catalyst specified. The product is [Cl:28][C:16]1[C:11]2[C:8]3[CH2:9][CH2:10][C:2]4([CH2:6][C:7]=3[S:18][C:12]=2[N:13]=[CH:14][N:15]=1)[O:3][CH2:4][CH2:5][O:1]4. The yield is 0.970.